Dataset: Full USPTO retrosynthesis dataset with 1.9M reactions from patents (1976-2016). Task: Predict the reactants needed to synthesize the given product. (1) Given the product [OH:13][CH2:12][CH2:11][CH2:10][NH:9][C:2]1[CH:7]=[CH:6][CH:5]=[CH:4][N+:3]=1[O-:8], predict the reactants needed to synthesize it. The reactants are: Cl[C:2]1[CH:7]=[CH:6][CH:5]=[CH:4][N+:3]=1[O-:8].[NH2:9][CH2:10][CH2:11][CH2:12][OH:13].C([O-])(O)=O.[Na+].C(O)(CC)(C)C. (2) Given the product [CH2:38]([O:40][C:41](=[O:51])[C:42]([C:44]1[CH:49]=[CH:48][C:47]([Br:50])=[CH:46][CH:45]=1)=[CH:18][CH:12]1[CH2:17][CH2:16][CH2:15][CH2:14][CH2:13]1)[CH3:39], predict the reactants needed to synthesize it. The reactants are: [Li+].C[Si]([N-][Si](C)(C)C)(C)C.[Br-].[CH:12]1([CH2:18][P+](C2C=CC=CC=2)(C2C=CC=CC=2)C2C=CC=CC=2)[CH2:17][CH2:16][CH2:15][CH2:14][CH2:13]1.[CH2:38]([O:40][C:41](=[O:51])[C:42]([C:44]1[CH:49]=[CH:48][C:47]([Br:50])=[CH:46][CH:45]=1)=O)[CH3:39].Cl. (3) Given the product [CH3:33][C:23]1[CH:28]=[CH:27][C:26]([S:29]([O:15][CH2:14][CH:10]2[CH2:11][CH2:12][CH2:13][N:8]([CH2:1][C:2]3[CH:7]=[CH:6][CH:5]=[CH:4][CH:3]=3)[CH2:9]2)(=[O:31])=[O:30])=[CH:25][CH:24]=1, predict the reactants needed to synthesize it. The reactants are: [CH2:1]([N:8]1[CH2:13][CH2:12][CH2:11][CH:10]([CH2:14][OH:15])[CH2:9]1)[C:2]1[CH:7]=[CH:6][CH:5]=[CH:4][CH:3]=1.C(N(CC)CC)C.[C:23]1([CH3:33])[CH:28]=[CH:27][C:26]([S:29](Cl)(=[O:31])=[O:30])=[CH:25][CH:24]=1. (4) Given the product [CH3:38][O:39][C:40](=[O:49])[CH2:41][C:42]1[CH:47]=[CH:46][C:45]([C:67]2[CH:66]=[CH:65][C:64]([C:61]([CH2:79][CH3:80])([C:58]3[CH:59]=[CH:60][C:55](/[CH:54]=[CH:53]/[C:52]([CH2:82][CH3:83])([OH:84])[CH2:50][CH3:51])=[C:56]([CH3:81])[CH:57]=3)[CH2:62][CH3:63])=[CH:69][CH:68]=2)=[CH:44][CH:43]=1, predict the reactants needed to synthesize it. The reactants are: C1(P(C2CCCCC2)C2C=CC=CC=2C2C(OC)=CC=CC=2OC)CCCCC1.P([O-])([O-])([O-])=O.[K+].[K+].[K+].[CH3:38][O:39][C:40](=[O:49])[CH2:41][C:42]1[CH:47]=[CH:46][C:45](Br)=[CH:44][CH:43]=1.[CH2:50]([C:52]([OH:84])([CH2:82][CH3:83])/[CH:53]=[CH:54]/[C:55]1[CH:60]=[CH:59][C:58]([C:61]([CH2:79][CH3:80])([C:64]2[CH:69]=[CH:68][C:67](B3OC(C)(C)C(C)(C)O3)=[CH:66][CH:65]=2)[CH2:62][CH3:63])=[CH:57][C:56]=1[CH3:81])[CH3:51]. (5) Given the product [F:36][C:8]1[CH:7]=[C:6]([CH:11]=[CH:10][C:9]=1[O:12][CH:13]([C:20]1[CH:21]=[N:22][C:23]([C:26]2[CH:27]=[CH:28][C:29]([C:32]([F:35])([F:33])[F:34])=[CH:30][CH:31]=2)=[CH:24][CH:25]=1)[CH2:14][CH2:15][CH2:16][CH2:17][CH2:18][CH3:19])[C:5]([OH:37])=[O:4], predict the reactants needed to synthesize it. The reactants are: [OH-].[Na+].C[O:4][C:5](=[O:37])[C:6]1[CH:11]=[CH:10][C:9]([O:12][CH:13]([C:20]2[CH:21]=[N:22][C:23]([C:26]3[CH:31]=[CH:30][C:29]([C:32]([F:35])([F:34])[F:33])=[CH:28][CH:27]=3)=[CH:24][CH:25]=2)[CH2:14][CH2:15][CH2:16][CH2:17][CH2:18][CH3:19])=[C:8]([F:36])[CH:7]=1.O1CCCC1.